This data is from Experimentally validated miRNA-target interactions with 360,000+ pairs, plus equal number of negative samples. The task is: Binary Classification. Given a miRNA mature sequence and a target amino acid sequence, predict their likelihood of interaction. (1) The miRNA is hsa-miR-5189-5p with sequence UCUGGGCACAGGCGGAUGGACAGG. The protein sequence of the target gene is MSSRPLESPPPYRPDEFKPNHYAPSNDIYGGEMHVRPMLSQPAYSFYPEDEILHFYKWTSPPGVIRILSMLIIVMCIAIFACVASTLAWDRGYGTSLLGGSVGYPYGGSGFGSYGSGYGYGYGYGYGYGGYTDPRAAKGFMLAMAAFCFIAALVIFVTSVIRSEMSRTRRYYLSVIIVSAILGIMVFIATIVYIMGVNPTAQSSGSLYGSQIYALCNQFYTPAATGLYVDQYLYHYCVVDPQEAIAIVLGFMIIVAFALIIFFAVKTRRKMDRYDKSNILWDKEHIYDEQPPNVEEWVKN.... Result: 1 (interaction). (2) The miRNA is hsa-miR-6766-3p with sequence UGAUUGUCUUCCCCCACCCUCA. The protein sequence of the target gene is MTTATPLGDTTFFSLNMTTRGEDFLYKSSGAIVAAVVVVVIIIFTVVLILLKMYNRKMRTRRELEPKGPKPTAPSAVGPNSNGSQHPATVTFSPVDVQVETR. Result: 1 (interaction). (3) The miRNA is hsa-miR-19a-5p with sequence AGUUUUGCAUAGUUGCACUACA. The protein sequence of the target gene is MEQPRKAVVVTGFGPFGEHTVNASWIAVQELEKLGLGDSVDLHVYEIPVEYQTVQRLIPALWEKHSPQLVVHVGVSGMATTVTLEKCGHNKGYKGLDNCRFCPGSQCCVEDGPESIDSIIDMDAVCKRVTTLGLDVSVTISQDAGRYLCDFTYYTSLYQSHGRSAFVHVPPLGKPYNADQLGRALRAIIEEMLDLLEQSEGKINYCHKH. Result: 1 (interaction). (4) The miRNA is mmu-miR-497b with sequence CACCACAGUGUGGUUUGGACGUGG. The protein sequence of the target gene is MAAAAVSESWPELELAERERRRELLLTGPGLEERVRAAGGQLPPRLFTLPLLHYLEVSGCGSLRAPGPGLAQGLPQLHSLVLRRNALGPGLSPELGPLPALRVLDLSGNALEALPPGQGLGPAEPPGLPQLQSLNLSGNRLRELPADLARCAPRLQSLNLTGNCLDSFPAELFRPGALPLLSELAAADNCLRELSPDIAHLASLKTLDLSNNQLSEIPAELADCPKLKEINFRGNKLRDKRLEKMVSGCQTRSILEYLRVGGRGGGKGKGRAEGSEKEESRRKRRERKQRREGGDGEEQD.... Result: 0 (no interaction). (5) The miRNA is mmu-miR-449c-5p with sequence AGGCAGUGCAUUGCUAGCUGG. The protein sequence of the target gene is MLSSNTRGDCSDTAEEMTVDSRDSKDLSAQDIGEQKQQQMEDQLEDQLNDSRDPQNNNNNIDDDADEDAEFEEPEKANPQQDQDLGETEMEQEHDLQQEDLQQELPANSPSTPPRSPSSPQLIPKLEQPATPPSEPEASPCPSPSPCPTPKYPKVRLNALLASDPALKPDAKELTLPDSRLLAPPPLVKPDTQAQPEVAEPLLKPARFMCLPCGIAFSSPSTLEAHQAYYCSHRIKDTDEAGSDKSGAGGSGATAGDAAGLTGGSTEPPAKMARTGKQYGCTQCSYSADKKVSLNRHMRM.... Result: 0 (no interaction). (6) The miRNA is hsa-miR-6515-3p with sequence UCUCUUCAUCUACCCCCCAG. The protein sequence of the target gene is MSRLRALLGLGLLVAGSRVPRIKSQTIACRSGPTWWGPQRLNSGGRWDSEVMASTVVKYLSQEEAQAVDQELFNEYQFSVDQLMELAGLSCATAIAKAYPPTSMSRSPPTVLVICGPGNNGGDGLVCARHLKLFGYEPTIYYPKRPNKPLFTALVTQCQKMDIPFLGEMPAEPMTIDELYELVVDAIFGFSFKGDVREPFHSILSVLKGLTVPIASIDIPSGWDVEKGNAGGIQPDLLISLTAPKKSATQFTGRYHYLGGRFVPPALEKKYQLNLPPYPDTECVYRLQ. Result: 0 (no interaction). (7) The miRNA is hsa-miR-6748-3p with sequence UCCUGUCCCUGUCUCCUACAG. The protein sequence of the target gene is MAGENFATPFHGHVGRGAFSDVYEPAEDTFLLLDALEAAAAELAGVEICLEVGSGSGVVSAFLASMIGPQALYMCTDINPEAAACTLETARCNKVHIQPVITDLVKGLLPRLTEKVDLLVFNPPYVVTPPQEVGSHGIEAAWAGGRNGREVMDRFFPLVPDLLSPRGLFYLVTIKENNPEEILKIMKTKGLQGTTALSRQAGQETLSVLKFTKS. Result: 1 (interaction).